This data is from Reaction yield outcomes from USPTO patents with 853,638 reactions. The task is: Predict the reaction yield, written as a fraction of the theoretical maximum amount of product (1.0 means a 100% yield; for example, 0.34 means a 34% yield). (1) The reactants are [CH2:1]([N:8]([CH2:23][CH2:24][CH:25]=C)[C:9](=[O:22])[C@@H:10]([NH:14][C:15](=[O:21])[O:16][C:17]([CH3:20])([CH3:19])[CH3:18])[CH2:11][CH:12]=C)[C:2]1[CH:7]=[CH:6][CH:5]=[CH:4][CH:3]=1. The catalyst is C(Cl)CCl.Cl[Ru](=C1N(C2C(C)=CC(C)=CC=2C)CCN1C1C(C)=CC(C)=CC=1C)(Cl)(=CC1C=CC=CC=1)[P](C1CCCCC1)(C1CCCCC1)C1CCCCC1. The product is [CH2:1]([N:8]1[CH2:23][CH2:24][CH:25]=[CH:12][CH2:11][C@H:10]([NH:14][C:15](=[O:21])[O:16][C:17]([CH3:19])([CH3:18])[CH3:20])[C:9]1=[O:22])[C:2]1[CH:3]=[CH:4][CH:5]=[CH:6][CH:7]=1. The yield is 0.468. (2) The reactants are [Br:1][C:2]1[CH:3]=[C:4]([F:13])[C:5]2[O:10][CH2:9][C:8](=[O:11])[NH:7][C:6]=2[CH:12]=1.C([O-])([O-])=O.[Cs+].[Cs+].[Cl:20][CH2:21][CH2:22][CH2:23]I. The catalyst is CCCCCCC.CCOC(C)=O. The product is [Br:1][C:2]1[CH:3]=[C:4]([F:13])[C:5]2[O:10][CH2:9][C:8](=[O:11])[N:7]([CH2:23][CH2:22][CH2:21][Cl:20])[C:6]=2[CH:12]=1. The yield is 0.720. (3) The reactants are [Br:1][C:2]1[CH:8]=[CH:7][C:5]([NH2:6])=[CH:4][C:3]=1[CH3:9].[C:10](O[C:10]([O:12][C:13]([CH3:16])([CH3:15])[CH3:14])=[O:11])([O:12][C:13]([CH3:16])([CH3:15])[CH3:14])=[O:11].C(N(CC)CC)C.O. The catalyst is CN(C)C=O. The product is [Br:1][C:2]1[CH:8]=[CH:7][C:5]([NH:6][C:10](=[O:11])[O:12][C:13]([CH3:16])([CH3:15])[CH3:14])=[CH:4][C:3]=1[CH3:9]. The yield is 0.500. (4) The reactants are Cl.[N:2]1[CH:7]=[CH:6][CH:5]=[C:4]([CH2:8][CH2:9][NH:10][C:11]([C:13]2[CH:18]=[CH:17][C:16]([C:19]3[O:20][C:21]([CH3:41])=[C:22]([CH2:24][S:25]([CH:28]4[CH2:33][CH2:32][N:31](C(OC(C)(C)C)=O)[CH2:30][CH2:29]4)(=[O:27])=[O:26])[N:23]=3)=[CH:15][CH:14]=2)=[O:12])[CH:3]=1.[OH-].[Na+].O. The catalyst is ClCCl. The product is [CH3:41][C:21]1[O:20][C:19]([C:16]2[CH:15]=[CH:14][C:13]([C:11]([NH:10][CH2:9][CH2:8][C:4]3[CH:3]=[N:2][CH:7]=[CH:6][CH:5]=3)=[O:12])=[CH:18][CH:17]=2)=[N:23][C:22]=1[CH2:24][S:25]([CH:28]1[CH2:29][CH2:30][NH:31][CH2:32][CH2:33]1)(=[O:27])=[O:26]. The yield is 0.610. (5) The reactants are [OH:1][C:2]1[C:3](=[O:16])[CH:4]=[C:5]([CH2:8][O:9][CH:10]2[CH2:15][CH2:14][CH2:13][CH2:12][O:11]2)[O:6][CH:7]=1.C([O-])([O-])=O.[Cs+].[Cs+].[Br:23][CH2:24][CH2:25][CH2:26][CH2:27][CH2:28][CH2:29][CH2:30][CH2:31]Br. No catalyst specified. The product is [Br:23][CH2:24][CH2:25][CH2:26][CH2:27][CH2:28][CH2:29][CH2:30][CH2:31][O:1][C:2]1[C:3](=[O:16])[CH:4]=[C:5]([CH2:8][O:9][CH:10]2[CH2:15][CH2:14][CH2:13][CH2:12][O:11]2)[O:6][CH:7]=1. The yield is 0.780. (6) The reactants are Cl[C:2]1[C:7]([C:8]#[N:9])=[CH:6][N:5]=[C:4]2[C:10]3[CH:16]=[CH:15][CH:14]=[CH:13][C:11]=3[O:12][C:3]=12.[O:17]([C:24]1[CH:30]=[CH:29][C:27]([NH2:28])=[CH:26][CH:25]=1)[C:18]1[CH:23]=[CH:22][CH:21]=[CH:20][CH:19]=1. The catalyst is C(OCCO)C. The product is [O:17]([C:24]1[CH:25]=[CH:26][C:27]([NH:28][C:2]2[C:7]([C:8]#[N:9])=[CH:6][N:5]=[C:4]3[C:10]4[CH:16]=[CH:15][CH:14]=[CH:13][C:11]=4[O:12][C:3]=23)=[CH:29][CH:30]=1)[C:18]1[CH:23]=[CH:22][CH:21]=[CH:20][CH:19]=1. The yield is 0.350. (7) The reactants are Br[C:2]1[S:3][C:4]([C:7](=[O:9])[CH3:8])=[CH:5][CH:6]=1.[N:10]1[CH:15]=[CH:14][C:13](B(O)O)=[CH:12][CH:11]=1.O1CCOCC1.O.C(=O)([O-])[O-].[Cs+].[Cs+]. The catalyst is C1C=CC(P(C2C=CC=CC=2)[C-]2C=CC=C2)=CC=1.C1C=CC(P(C2C=CC=CC=2)[C-]2C=CC=C2)=CC=1.Cl[Pd]Cl.[Fe+2]. The product is [N:10]1[CH:15]=[CH:14][C:13]([C:2]2[S:3][C:4]([C:7](=[O:9])[CH3:8])=[CH:5][CH:6]=2)=[CH:12][CH:11]=1. The yield is 0.810.